From a dataset of Full USPTO retrosynthesis dataset with 1.9M reactions from patents (1976-2016). Predict the reactants needed to synthesize the given product. (1) Given the product [CH3:1][N:2]([CH3:32])[C:3]([C:5]1[N:26]([CH:27]2[CH2:31][CH2:30][CH2:29][CH2:28]2)[C:8]2[N:9]=[C:10]([NH:13][C:14]3[N:15]=[N:16][C:17]([N:20]4[CH2:21][CH2:22][N:23]([CH2:34][CH2:35][OH:36])[CH2:24][CH2:25]4)=[CH:18][CH:19]=3)[N:11]=[CH:12][C:7]=2[CH:6]=1)=[O:4], predict the reactants needed to synthesize it. The reactants are: [CH3:1][N:2]([CH3:32])[C:3]([C:5]1[N:26]([CH:27]2[CH2:31][CH2:30][CH2:29][CH2:28]2)[C:8]2[N:9]=[C:10]([NH:13][C:14]3[N:15]=[N:16][C:17]([N:20]4[CH2:25][CH2:24][NH:23][CH2:22][CH2:21]4)=[CH:18][CH:19]=3)[N:11]=[CH:12][C:7]=2[CH:6]=1)=[O:4].Br[CH2:34][CH2:35][OH:36]. (2) Given the product [F:34][C:31]1[CH:32]=[CH:33][C:28]([C:25]2[CH:26]=[C:27]3[C:22](=[C:23]([C:35]([NH2:37])=[O:36])[CH:24]=2)[NH:21][CH:20]=[C:19]3[CH:16]2[CH2:17][CH2:18][N:13]([S:10]([CH2:9][CH2:8][CH2:7][N:38]3[CH2:42][CH2:41][CH2:40][CH2:39]3)(=[O:12])=[O:11])[CH2:14][CH2:15]2)=[CH:29][CH:30]=1, predict the reactants needed to synthesize it. The reactants are: NS(N)(=O)=O.Cl[CH2:7][CH2:8][CH2:9][S:10]([N:13]1[CH2:18][CH2:17][CH:16]([C:19]2[C:27]3[C:22](=[C:23]([C:35]([NH2:37])=[O:36])[CH:24]=[C:25]([C:28]4[CH:33]=[CH:32][C:31]([F:34])=[CH:30][CH:29]=4)[CH:26]=3)[NH:21][CH:20]=2)[CH2:15][CH2:14]1)(=[O:12])=[O:11].[NH:38]1[CH2:42][CH2:41][CH2:40][CH2:39]1.C([O-])([O-])=O.[K+].[K+].[Na+].[I-]. (3) Given the product [CH2:1]([C:4]1[CH:5]=[CH:6][C:7]([C:10]2[C:14]3[CH2:15][CH2:16][C:17]4[C:22]([C:13]=3[O:12][N:11]=2)=[CH:21][CH:20]=[C:19]([CH:23]=[O:29])[CH:18]=4)=[CH:8][CH:9]=1)[CH2:2][CH3:3], predict the reactants needed to synthesize it. The reactants are: [CH2:1]([C:4]1[CH:9]=[CH:8][C:7]([C:10]2[C:14]3[CH2:15][CH2:16][C:17]4[C:22]([C:13]=3[O:12][N:11]=2)=[CH:21][CH:20]=[C:19]([CH:23]=C)[CH:18]=4)=[CH:6][CH:5]=1)[CH2:2][CH3:3].C[N+]1([O-])CC[O:29]CC1.I([O-])(=O)(=O)=O.[Na+]. (4) Given the product [C:34]([OH:41])(=[O:40])/[CH:35]=[CH:36]/[C:37]([OH:39])=[O:38].[CH2:1]([N:8]1[CH2:13][CH2:12][C:11]([N:20]([C:27]2[CH:28]=[CH:29][CH:30]=[CH:31][CH:32]=2)[C:21](=[O:26])[C:22]([F:23])([F:24])[F:25])([C:14]2[S:15][CH:16]=[C:17]([CH3:19])[N:18]=2)[CH2:10][CH:9]1[CH3:33])[C:2]1[CH:7]=[CH:6][CH:5]=[CH:4][CH:3]=1, predict the reactants needed to synthesize it. The reactants are: [CH2:1]([N:8]1[CH2:13][CH2:12][C:11]([N:20]([C:27]2[CH:32]=[CH:31][CH:30]=[CH:29][CH:28]=2)[C:21](=[O:26])[C:22]([F:25])([F:24])[F:23])([C:14]2[S:15][CH:16]=[C:17]([CH3:19])[N:18]=2)[CH2:10][CH:9]1[CH3:33])[C:2]1[CH:7]=[CH:6][CH:5]=[CH:4][CH:3]=1.[C:34]([OH:41])(=[O:40])/[CH:35]=[CH:36]/[C:37]([OH:39])=[O:38]. (5) Given the product [O:11]=[C:5]([CH2:6][CH2:7][C:8]([OH:10])=[O:9])[C:4]([OH:12])=[O:3], predict the reactants needed to synthesize it. The reactants are: C([O:3][C:4](=[O:12])[C:5](=[O:11])[CH2:6][CH2:7][C:8]([OH:10])=[O:9])C.[OH-].[Na+]. (6) Given the product [C:1]([C:4]1[CH:9]=[CH:8][N:7]=[C:6]([O:10][C:11]2[CH:12]=[C:13]([CH3:27])[C:14]3[CH:18]([CH2:19][C:20]([OH:22])=[O:21])[O:17][B:16]([OH:25])[C:15]=3[CH:26]=2)[CH:5]=1)(=[NH:2])[NH2:3], predict the reactants needed to synthesize it. The reactants are: [C:1]([C:4]1[CH:9]=[CH:8][N:7]=[C:6]([O:10][C:11]2[CH:12]=[C:13]([CH3:27])[C:14]3[CH:18]([CH2:19][C:20]([O:22]CC)=[O:21])[O:17][B:16]([OH:25])[C:15]=3[CH:26]=2)[CH:5]=1)(=[NH:3])[NH2:2]. (7) Given the product [Cl:1][C:2]1[CH:16]=[CH:15][C:5]([CH2:6][O:7][C:8]2[CH:13]=[CH:12][N:11]([C:18]3[CH:19]=[CH:20][C:21]4[N:25]=[C:24]([CH:26]5[CH2:27][CH2:28]5)[N:23]([CH2:29][CH3:30])[C:22]=4[CH:31]=3)[C:10](=[O:14])[CH:9]=2)=[CH:4][CH:3]=1, predict the reactants needed to synthesize it. The reactants are: [Cl:1][C:2]1[CH:16]=[CH:15][C:5]([CH2:6][O:7][C:8]2[CH:13]=[CH:12][NH:11][C:10](=[O:14])[CH:9]=2)=[CH:4][CH:3]=1.Br[C:18]1[CH:19]=[CH:20][C:21]2[N:25]=[C:24]([CH:26]3[CH2:28][CH2:27]3)[N:23]([CH2:29][CH3:30])[C:22]=2[CH:31]=1.CNCCNC.C(=O)([O-])[O-].[K+].[K+].